Task: Predict the reaction yield, written as a fraction of the theoretical maximum amount of product (1.0 means a 100% yield; for example, 0.34 means a 34% yield).. Dataset: Reaction yield outcomes from USPTO patents with 853,638 reactions (1) The reactants are [C:1]([O:5][C:6]([NH:8][CH:9]([C:15]#[N:16])[C:10]([O:12][CH2:13][CH3:14])=[O:11])=[O:7])([CH3:4])([CH3:3])[CH3:2].C(=O)([O-])[O-].[K+].[K+].[I-].[K+].Cl[CH2:26][C:27]([O:29][CH:30]1[CH:35]([CH:36]([CH3:38])[CH3:37])[CH2:34][CH2:33][CH:32]([CH3:39])[CH2:31]1)=[O:28]. The catalyst is CC(C)=O. The product is [C:1]([O:5][C:6]([NH:8][C:9]([C:15]#[N:16])([CH2:26][C:27]([O:29][CH:30]1[CH:35]([CH:36]([CH3:38])[CH3:37])[CH2:34][CH2:33][CH:32]([CH3:39])[CH2:31]1)=[O:28])[C:10]([O:12][CH2:13][CH3:14])=[O:11])=[O:7])([CH3:2])([CH3:4])[CH3:3]. The yield is 0.493. (2) The reactants are [CH:1]([C:14]1[CH:19]=[CH:18][CH:17]=[C:16]([C:20]2[C:21]([O:32]CC3C=CC(F)=CC=3)=[C:22]([C:26]3[CH:31]=[CH:30][CH:29]=[CH:28][CH:27]=3)[CH:23]=[CH:24][CH:25]=2)[N:15]=1)([C:8]1[CH:13]=[CH:12][CH:11]=[CH:10][CH:9]=1)[C:2]1[CH:7]=[CH:6][CH:5]=[CH:4][CH:3]=1. The catalyst is C(O)C.[Pd]. The product is [CH:1]([C:14]1[N:15]=[C:16]([C:20]2[CH:25]=[CH:24][CH:23]=[C:22]([C:26]3[CH:27]=[CH:28][CH:29]=[CH:30][CH:31]=3)[C:21]=2[OH:32])[CH:17]=[CH:18][CH:19]=1)([C:8]1[CH:9]=[CH:10][CH:11]=[CH:12][CH:13]=1)[C:2]1[CH:3]=[CH:4][CH:5]=[CH:6][CH:7]=1. The yield is 0.450. (3) The reactants are [Li][CH2:2][CH2:3][CH2:4][CH3:5].[CH3:6][CH2:7][CH2:8][CH2:9][CH2:10][CH3:11].Br[C:13]1[CH:17]=[CH:16][S:15][C:14]=1[C:18]1[S:19][CH:20]=[CH:21][C:22]=1Br.Cl[Si:25](Cl)(CCCCCC)CCCCCC.[CH2:39]1[CH2:43]OCC1. No catalyst specified. The product is [CH2:2]([C:13]1[CH:17]=[CH:16][S:15](=[SiH2:25])[C:14]=1[C:18]1[S:19][CH:20]=[CH:21][C:22]=1[CH2:6][CH2:7][CH2:8][CH2:9][CH2:10][CH3:11])[CH2:3][CH2:4][CH2:5][CH2:43][CH3:39]. The yield is 0.680. (4) The reactants are [NH2:1][C:2]1[N:7]=[CH:6][N:5]=[C:4]2[N:8]([CH2:26][C@H:27]3[CH2:31][CH2:30][CH2:29][N:28]3C(OC(C)(C)C)=O)[N:9]=[C:10]([C:11]3[CH:16]=[CH:15][C:14]([O:17][C:18]4[C:23]([F:24])=[CH:22][CH:21]=[CH:20][C:19]=4[F:25])=[CH:13][CH:12]=3)[C:3]=12.FC(F)(F)C(O)=O. The catalyst is ClCCl. The product is [F:25][C:19]1[CH:20]=[CH:21][CH:22]=[C:23]([F:24])[C:18]=1[O:17][C:14]1[CH:13]=[CH:12][C:11]([C:10]2[C:3]3[C:4](=[N:5][CH:6]=[N:7][C:2]=3[NH2:1])[N:8]([CH2:26][C@H:27]3[CH2:31][CH2:30][CH2:29][NH:28]3)[N:9]=2)=[CH:16][CH:15]=1. The yield is 0.880.